From a dataset of Forward reaction prediction with 1.9M reactions from USPTO patents (1976-2016). Predict the product of the given reaction. (1) Given the reactants Br[C:2]1[S:6][C:5]([NH:7][C:8](=[O:10])[CH3:9])=[N:4][C:3]=1[CH3:11].[CH:12]([C:14]1[O:18][C:17](B(O)O)=[CH:16][CH:15]=1)=[O:13].C(=O)(O)[O-].[Na+].O, predict the reaction product. The product is: [CH:12]([C:14]1[O:18][C:17]([C:2]2[S:6][C:5]([NH:7][C:8](=[O:10])[CH3:9])=[N:4][C:3]=2[CH3:11])=[CH:16][CH:15]=1)=[O:13]. (2) The product is: [C:1]([O:5][C:6]([NH:8][C@@H:9]([CH3:31])[C:10]([NH:12][CH2:13][C:14]1[S:18][CH:17]=[C:16]([N:19]2[C:23]([C:24]([NH:33][CH2:34][C:35]3[CH:44]=[CH:43][CH:42]=[CH:41][C:36]=3[C:37]([O:39][CH3:40])=[O:38])=[O:25])=[CH:22][C:21]([C:27]([F:30])([F:28])[F:29])=[N:20]2)[CH:15]=1)=[O:11])=[O:7])([CH3:4])([CH3:3])[CH3:2]. Given the reactants [C:1]([O:5][C:6]([NH:8][C@@H:9]([CH3:31])[C:10]([NH:12][CH2:13][C:14]1[S:18][CH:17]=[C:16]([N:19]2[C:23]([C:24](O)=[O:25])=[CH:22][C:21]([C:27]([F:30])([F:29])[F:28])=[N:20]2)[CH:15]=1)=[O:11])=[O:7])([CH3:4])([CH3:3])[CH3:2].Cl.[NH2:33][CH2:34][C:35]1[CH:44]=[CH:43][CH:42]=[CH:41][C:36]=1[C:37]([O:39][CH3:40])=[O:38].F[P-](F)(F)(F)(F)F.N1(O[P+](N(C)C)(N(C)C)N(C)C)C2C=CC=CC=2N=N1.C(N(CC)CC)C, predict the reaction product. (3) Given the reactants Cl[C:2]1[C:7]2[C:8]3[CH2:16][CH2:15][C:14]4[C:10](=[CH:11][N:12]([CH2:17][CH2:18][N:19]5[CH2:24][CH2:23][N:22]([CH3:25])[CH2:21][CH2:20]5)[N:13]=4)[C:9]=3[S:26][C:6]=2[N:5]=[CH:4][N:3]=1.[Cl:27][C:28]1[CH:29]=[C:30]([CH:32]=[CH:33][C:34]=1[N:35]1[CH2:40][CH2:39][O:38][CH2:37][CH2:36]1)[NH2:31].Cl.O1CCOCC1, predict the reaction product. The product is: [Cl:27][C:28]1[CH:29]=[C:30]([NH:31][C:2]2[N:3]=[CH:4][N:5]=[C:6]3[S:26][C:9]4[C:10]5[C:14]([CH2:15][CH2:16][C:8]=4[C:7]=23)=[N:13][N:12]([CH2:17][CH2:18][N:19]2[CH2:24][CH2:23][N:22]([CH3:25])[CH2:21][CH2:20]2)[CH:11]=5)[CH:32]=[CH:33][C:34]=1[N:35]1[CH2:36][CH2:37][O:38][CH2:39][CH2:40]1. (4) Given the reactants C[O:2][C:3]([C:5]1[N:6]=[C:7]([NH2:19])[C:8]2[N:9]([N:11]=[C:12]([C:14]3[O:15][CH:16]=[CH:17][CH:18]=3)[N:13]=2)[CH:10]=1)=[O:4].[Li+].[OH-], predict the reaction product. The product is: [NH2:19][C:7]1[C:8]2[N:9]([N:11]=[C:12]([C:14]3[O:15][CH:16]=[CH:17][CH:18]=3)[N:13]=2)[CH:10]=[C:5]([C:3]([OH:4])=[O:2])[N:6]=1. (5) Given the reactants C1([CH2:7][C:8]([O:10]CC)=[O:9])C=CC=CC=1.[CH3:13][C:14]1([C:21]2[CH:26]=[CH:25][CH:24]=[CH:23][CH:22]=2)[CH2:19][CH2:18][CH2:17][NH:16][C:15]1=[O:20].CC(C)([O-])C.[K+].BrCC(OCC)=O.[OH-].[Na+], predict the reaction product. The product is: [CH3:13][C:14]1([C:21]2[CH:26]=[CH:25][CH:24]=[CH:23][CH:22]=2)[CH2:19][CH2:18][CH2:17][NH:16][C:15]1=[O:20].[CH3:13][C:14]1([C:21]2[CH:26]=[CH:25][CH:24]=[CH:23][CH:22]=2)[CH2:19][CH2:18][CH2:17][N:16]([CH2:7][C:8]([OH:10])=[O:9])[C:15]1=[O:20]. (6) Given the reactants [N:1]([CH2:4][C:5]1[CH:10]=[CH:9][C:8]([S:11][C:12]([F:15])([F:14])[F:13])=[CH:7][CH:6]=1)=[N+:2]=[N-:3].[O:16]=[C:17]1O[C@H]([C@H](CO)O)[C:20]([O-])=[C:18]1O.[Na+], predict the reaction product. The product is: [F:15][C:12]([F:13])([F:14])[S:11][C:8]1[CH:7]=[CH:6][C:5]([CH2:4][N:1]2[CH:20]=[C:18]([CH2:17][OH:16])[N:3]=[N:2]2)=[CH:10][CH:9]=1. (7) Given the reactants [C:1]1([CH:7]([NH:9][C:10]([CH2:12][CH:13]2[CH2:18][CH2:17][N:16]([CH2:19][C:20]3[CH:25]=[CH:24][C:23]([F:26])=[CH:22][CH:21]=3)[CH2:15][CH2:14]2)=O)[CH3:8])[CH:6]=[CH:5][CH:4]=[CH:3][CH:2]=1.B.C1COCC1, predict the reaction product. The product is: [C:1]1([CH:7]([NH:9][CH2:10][CH2:12][CH:13]2[CH2:18][CH2:17][N:16]([CH2:19][C:20]3[CH:25]=[CH:24][C:23]([F:26])=[CH:22][CH:21]=3)[CH2:15][CH2:14]2)[CH3:8])[CH:2]=[CH:3][CH:4]=[CH:5][CH:6]=1. (8) Given the reactants N[C@H:2]1[CH2:6][CH2:5]N(C2C=CC3CN(C(OC(C)(C)C)=O)[CH2:5][CH2:6][CH2:2][C:3]=3C=2)[C:3]1=O.[Cl:26]C1C=C2C(=CC=1)C=C(S(Cl)(=O)=O)C=C2.[Cl:41][C:42]1S[C:45](/[CH:47]=[CH:48]/[S:49]([NH:52][C@H:53]2[CH2:57][CH2:56][N:55]([C:58]3[CH:59]=[CH:60][C:61]4[CH2:67][N:66](C(OC(C)(C)C)=O)[CH2:65][CH2:64][CH2:63][C:62]=4[CH:75]=3)[C:54]2=[O:76])(=[O:51])=[O:50])=[CH:44][CH:43]=1, predict the reaction product. The product is: [ClH:26].[Cl:41][C:42]1[CH:3]=[C:2]2[C:45](=[CH:44][CH:43]=1)[CH:47]=[C:48]([S:49]([NH:52][C@H:53]1[CH2:57][CH2:56][N:55]([C:58]3[CH:59]=[CH:60][C:61]4[CH2:67][NH:66][CH2:65][CH2:64][CH2:63][C:62]=4[CH:75]=3)[C:54]1=[O:76])(=[O:50])=[O:51])[CH:5]=[CH:6]2. (9) Given the reactants [C:1]([N:4]1[C:13]2[C:8](=[CH:9][C:10]([C:14]3[CH:15]=[CH:16][C:17]([C:20]([O:22]C)=[O:21])=[N:18][CH:19]=3)=[CH:11][CH:12]=2)[C@H:7]([NH2:24])[CH2:6][C@@H:5]1[CH3:25])(=[O:3])[CH3:2].O.[OH-].[Li+], predict the reaction product. The product is: [C:1]([N:4]1[C:13]2[C:8](=[CH:9][C:10]([C:14]3[CH:15]=[CH:16][C:17]([C:20]([OH:22])=[O:21])=[N:18][CH:19]=3)=[CH:11][CH:12]=2)[C@H:7]([NH2:24])[CH2:6][C@@H:5]1[CH3:25])(=[O:3])[CH3:2].